The task is: Predict the product of the given reaction.. This data is from Forward reaction prediction with 1.9M reactions from USPTO patents (1976-2016). (1) The product is: [CH2:26]([O:33][C:34]1[C:39]2[NH:40][C:41](=[O:43])[S:42][C:38]=2[C:37]([C@@H:44]([OH:47])[CH2:45][Br:46])=[CH:36][CH:35]=1)[C:27]1[CH:32]=[CH:31][CH:30]=[CH:29][CH:28]=1. Given the reactants CB1N2CCC[C@@H]2C(C2C=CC=CC=2)(C2C=CC=CC=2)O1.B.CSC.[CH2:26]([O:33][C:34]1[C:39]2[NH:40][C:41](=[O:43])[S:42][C:38]=2[C:37]([C:44](=[O:47])[CH2:45][Br:46])=[CH:36][CH:35]=1)[C:27]1[CH:32]=[CH:31][CH:30]=[CH:29][CH:28]=1, predict the reaction product. (2) The product is: [CH3:35][O:34][C:29]1[CH:30]=[C:31]2[C:26](=[CH:27][C:28]=1[O:36][CH3:37])[O:25][CH:24]=[C:23]([CH2:22][CH2:21][CH2:20][CH2:19][N:16]1[CH2:15][CH2:14][N:13]([C:9]3[CH:8]=[C:7]([NH:6][C:2](=[O:3])[O:4][CH3:5])[CH:12]=[CH:11][CH:10]=3)[CH2:18][CH2:17]1)[C:32]2=[O:33]. Given the reactants Cl[C:2]([O:4][CH3:5])=[O:3].[NH2:6][C:7]1[CH:8]=[C:9]([N:13]2[CH2:18][CH2:17][N:16]([CH2:19][CH2:20][CH2:21][CH2:22][C:23]3[C:32](=[O:33])[C:31]4[C:26](=[CH:27][C:28]([O:36][CH3:37])=[C:29]([O:34][CH3:35])[CH:30]=4)[O:25][CH:24]=3)[CH2:15][CH2:14]2)[CH:10]=[CH:11][CH:12]=1, predict the reaction product. (3) Given the reactants [F:1][C:2]([F:31])([F:30])[O:3][C:4]1[CH:29]=[CH:28][C:7]([CH2:8][O:9][C:10]2[CH:15]=[CH:14][C:13]([N:16]3[C:20]4[CH:21]=[CH:22][C:23]([C:25]([OH:27])=O)=[CH:24][C:19]=4[N:18]=[CH:17]3)=[CH:12][CH:11]=2)=[CH:6][CH:5]=1.C1N=CN([C:37]([N:39]2[CH:43]=[N:42][CH:41]=[CH:40]2)=O)C=1.C1[CH2:48][O:47][CH2:46]C1, predict the reaction product. The product is: [N:39]1([CH2:40][CH2:41][NH:42][C:25]([C:23]2[CH:22]=[CH:21][C:20]3[N:16]([C:13]4[CH:12]=[CH:11][C:10]([O:9][CH2:8][C:7]5[CH:6]=[CH:5][C:4]([O:3][C:2]([F:31])([F:1])[F:30])=[CH:29][CH:28]=5)=[CH:15][CH:14]=4)[CH:17]=[N:18][C:19]=3[CH:24]=2)=[O:27])[CH2:37][CH2:48][O:47][CH2:46][CH2:43]1. (4) Given the reactants [CH3:1][C@H:2]1[CH2:7][CH2:6][C@H:5]([C:8]([N:10]([CH:33]([CH3:35])[CH3:34])[C:11]2[CH:15]=[C:14]([C:16]3[CH:21]=[CH:20][C:19]([NH:22][C:23]([C:25]4[N:26]=[CH:27][S:28][CH:29]=4)=[O:24])=[CH:18][CH:17]=3)[S:13][C:12]=2[C:30]([OH:32])=[O:31])=[O:9])[CH2:4][CH2:3]1.[CH3:36][NH:37][CH2:38][C@@H:39]([C@H:41]([C@@H:43]([C@@H:45]([CH2:47][OH:48])[OH:46])[OH:44])O)[OH:40], predict the reaction product. The product is: [CH3:1][C@H:2]1[CH2:7][CH2:6][C@H:5]([C:8]([N:10]([C:11]2[CH:15]=[C:14]([C:16]3[CH:17]=[CH:18][C:19]([NH:22][C:23]([C:25]4[N:26]=[CH:27][S:28][CH:29]=4)=[O:24])=[CH:20][CH:21]=3)[S:13][C:12]=2[C:30]([O:32][C@@H:41]([C@@H:43]([C@@H:45]([CH2:47][OH:48])[OH:46])[OH:44])[C@@H:39]([OH:40])[CH2:38][NH:37][CH3:36])=[O:31])[CH:33]([CH3:35])[CH3:34])=[O:9])[CH2:4][CH2:3]1.